Dataset: Full USPTO retrosynthesis dataset with 1.9M reactions from patents (1976-2016). Task: Predict the reactants needed to synthesize the given product. (1) Given the product [CH2:1]([S:5][C:6]1[C:11]([CH2:12][O:27][C:23]2[C:22]([F:28])=[CH:21][C:20]([CH2:19][CH2:18][C:17]([OH:29])=[O:16])=[CH:25][C:24]=2[F:26])=[CH:10][CH:9]=[CH:8][N:7]=1)[CH3:2], predict the reactants needed to synthesize it. The reactants are: [CH2:1]([S:5][C:6]1[C:11]([CH2:12]Cl)=[CH:10][CH:9]=[CH:8][N:7]=1)[CH2:2]CC.C([O:16][C:17](=[O:29])[CH2:18][CH2:19][C:20]1[CH:25]=[C:24]([F:26])[C:23]([OH:27])=[C:22]([F:28])[CH:21]=1)C. (2) Given the product [Cl:1][C:2]1[C:24]([Cl:25])=[CH:23][C:5]2[N:6]([CH2:20][O:21][CH3:22])[C:7]([C:9]3[N:10]([CH3:28])[C:11]4[C:16]([CH:17]=3)=[CH:15][C:14]([CH:18]=[O:19])=[CH:13][CH:12]=4)=[N:8][C:4]=2[CH:3]=1, predict the reactants needed to synthesize it. The reactants are: [Cl:1][C:2]1[C:24]([Cl:25])=[CH:23][C:5]2[N:6]([CH2:20][O:21][CH3:22])[C:7]([C:9]3[NH:10][C:11]4[C:16]([CH:17]=3)=[CH:15][C:14]([CH:18]=[O:19])=[CH:13][CH:12]=4)=[N:8][C:4]=2[CH:3]=1.IC.[CH3:28]C(C)([O-])C.[K+].O. (3) Given the product [OH:1][C:2]1[CH:7]=[CH:6][C:5]([CH:8]([OH:24])[CH:9]([N:11]2[CH2:12][CH2:13][C:14]([OH:23])([C:17]3[CH:18]=[CH:19][CH:20]=[CH:21][CH:22]=3)[CH2:15][CH2:16]2)[CH3:10])=[CH:4][CH:3]=1, predict the reactants needed to synthesize it. The reactants are: [OH:1][C:2]1[CH:7]=[CH:6][C:5]([C@H:8]([OH:24])[C@@H:9]([N:11]2[CH2:16][CH2:15][C:14]([OH:23])([C:17]3[CH:22]=[CH:21][CH:20]=[CH:19][CH:18]=3)[CH2:13][CH2:12]2)[CH3:10])=[CH:4][CH:3]=1.C(C(C(C([O-])=O)O)O)([O-])=O.